Dataset: Peptide-MHC class I binding affinity with 185,985 pairs from IEDB/IMGT. Task: Regression. Given a peptide amino acid sequence and an MHC pseudo amino acid sequence, predict their binding affinity value. This is MHC class I binding data. (1) The peptide sequence is ITATIEGRKV. The MHC is Mamu-A01 with pseudo-sequence Mamu-A01. The binding affinity (normalized) is 0.247. (2) The peptide sequence is PLMGGAYIAFPTSCHMFI. The MHC is HLA-B44:02 with pseudo-sequence HLA-B44:02. The binding affinity (normalized) is 0.0230.